This data is from Merck oncology drug combination screen with 23,052 pairs across 39 cell lines. The task is: Regression. Given two drug SMILES strings and cell line genomic features, predict the synergy score measuring deviation from expected non-interaction effect. (1) Drug 1: CCC1=CC2CN(C1)Cc1c([nH]c3ccccc13)C(C(=O)OC)(c1cc3c(cc1OC)N(C)C1C(O)(C(=O)OC)C(OC(C)=O)C4(CC)C=CCN5CCC31C54)C2. Drug 2: NC(=O)c1cccc2cn(-c3ccc(C4CCCNC4)cc3)nc12. Cell line: CAOV3. Synergy scores: synergy=-35.9. (2) Drug 1: O=C(CCCCCCC(=O)Nc1ccccc1)NO. Synergy scores: synergy=-8.57. Cell line: A2780. Drug 2: CNC(=O)c1cc(Oc2ccc(NC(=O)Nc3ccc(Cl)c(C(F)(F)F)c3)cc2)ccn1. (3) Drug 2: COC1=C2CC(C)CC(OC)C(O)C(C)C=C(C)C(OC(N)=O)C(OC)C=CC=C(C)C(=O)NC(=CC1=O)C2=O. Drug 1: O=C(O)C1(Cc2cccc(Nc3nccs3)n2)CCC(Oc2cccc(Cl)c2F)CC1. Cell line: SW837. Synergy scores: synergy=8.31. (4) Drug 1: NC1(c2ccc(-c3nc4ccn5c(=O)[nH]nc5c4cc3-c3ccccc3)cc2)CCC1. Drug 2: O=C(NOCC(O)CO)c1ccc(F)c(F)c1Nc1ccc(I)cc1F. Cell line: UACC62. Synergy scores: synergy=33.0. (5) Drug 1: CCC1(O)C(=O)OCc2c1cc1n(c2=O)Cc2cc3c(CN(C)C)c(O)ccc3nc2-1. Drug 2: CNC(=O)c1cc(Oc2ccc(NC(=O)Nc3ccc(Cl)c(C(F)(F)F)c3)cc2)ccn1. Synergy scores: synergy=0.937. Cell line: CAOV3.